Predict the reaction yield, written as a fraction of the theoretical maximum amount of product (1.0 means a 100% yield; for example, 0.34 means a 34% yield). From a dataset of Reaction yield outcomes from USPTO patents with 853,638 reactions. The reactants are [NH4+].[Cl-].[CH3:3][CH2:4][O:5][C:6]([CH:8]1[CH2:13][N:12]([C:14]([O:16][C:17]([CH3:20])([CH3:19])[CH3:18])=[O:15])[C:11]2[CH:21]=[C:22]([Cl:28])[C:23]([N+:25]([O-])=O)=[CH:24][C:10]=2[O:9]1)=[O:7]. The catalyst is C(O)C.O.[Zn]. The product is [CH3:3][CH2:4][O:5][C:6]([CH:8]1[CH2:13][N:12]([C:14]([O:16][C:17]([CH3:20])([CH3:18])[CH3:19])=[O:15])[C:11]2[CH:21]=[C:22]([Cl:28])[C:23]([NH2:25])=[CH:24][C:10]=2[O:9]1)=[O:7]. The yield is 0.815.